From a dataset of Full USPTO retrosynthesis dataset with 1.9M reactions from patents (1976-2016). Predict the reactants needed to synthesize the given product. Given the product [CH3:13][C:14]1[N:15]([CH2:39][C:40]2[C:48]3[C:43](=[CH:44][CH:45]=[CH:46][CH:47]=3)[N:42]([CH3:49])[N:41]=2)[C:16](=[O:38])[C:17]([CH2:23][C:24]2[CH:29]=[CH:28][C:27]([C:30]3[CH:35]=[CH:34][CH:33]=[CH:32][C:31]=3[C:36]3[NH:3][C:4](=[O:7])[O:5][N:37]=3)=[CH:26][CH:25]=2)=[C:18]([CH2:20][CH2:21][CH3:22])[N:19]=1, predict the reactants needed to synthesize it. The reactants are: [Cl-].O[NH3+:3].[C:4](=[O:7])([O-])[OH:5].[Na+].CS(C)=O.[CH3:13][C:14]1[N:15]([CH2:39][C:40]2[C:48]3[C:43](=[CH:44][CH:45]=[CH:46][CH:47]=3)[N:42]([CH3:49])[N:41]=2)[C:16](=[O:38])[C:17]([CH2:23][C:24]2[CH:29]=[CH:28][C:27]([C:30]3[C:31]([C:36]#[N:37])=[CH:32][CH:33]=[CH:34][CH:35]=3)=[CH:26][CH:25]=2)=[C:18]([CH2:20][CH2:21][CH3:22])[N:19]=1.